Dataset: Forward reaction prediction with 1.9M reactions from USPTO patents (1976-2016). Task: Predict the product of the given reaction. Given the reactants F[C:2]1[CH:9]=[CH:8][CH:7]=[C:6](OC)[C:3]=1[C:4]#[N:5].[OH2:12].[NH2:13][NH2:14].O.[CH2:16](O)CCC, predict the reaction product. The product is: [CH3:16][O:12][C:2]1[CH:9]=[CH:8][CH:7]=[C:6]2[C:3]=1[C:4]([NH2:5])=[N:13][NH:14]2.